Predict the product of the given reaction. From a dataset of Forward reaction prediction with 1.9M reactions from USPTO patents (1976-2016). Given the reactants [Br:1][C:2]1[CH:9]=[CH:8][C:5]([CH:6]=O)=[C:4]([C:10]([F:13])([F:12])[F:11])[CH:3]=1.[NH2:14][OH:15], predict the reaction product. The product is: [Br:1][C:2]1[CH:9]=[CH:8][C:5]([CH:6]=[N:14][OH:15])=[C:4]([C:10]([F:13])([F:12])[F:11])[CH:3]=1.